Dataset: Full USPTO retrosynthesis dataset with 1.9M reactions from patents (1976-2016). Task: Predict the reactants needed to synthesize the given product. Given the product [CH3:3][C:4]1([CH3:13])[O:8][C@@H:7]2[C@@H:9]([CH3:14])[CH2:10][C:11](=[O:12])[C@@H:6]2[O:5]1, predict the reactants needed to synthesize it. The reactants are: C[Li].[CH3:3][C:4]1([CH3:13])[O:8][C@@H:7]2[CH:9]=[CH:10][C:11](=[O:12])[C@@H:6]2[O:5]1.[CH2:14]1COCC1.CCOCC.